From a dataset of Reaction yield outcomes from USPTO patents with 853,638 reactions. Predict the reaction yield, written as a fraction of the theoretical maximum amount of product (1.0 means a 100% yield; for example, 0.34 means a 34% yield). (1) The reactants are [OH:1][C@:2]12[CH2:18][CH2:17][C@H:16]([C:19]3[CH:20]=[CH:21][C:22](=[O:25])[O:23][CH:24]=3)[C@@:15]1([CH3:26])[CH2:14][CH2:13][C@H:12]1[C@H:3]2[CH2:4][CH2:5][C@H:6]2[C@:11]1([CH3:27])[CH2:10][CH2:9][CH:8]([NH:28][CH3:29])[CH2:7]2.C([O-])(O)=O.[Na+].[CH:35]1[C:47]2[CH:46]([O:48][C:49](=[O:59])[N:50]([CH3:58])[C@@H:51]([CH:55]([CH3:57])[CH3:56])[C:52](Cl)=[O:53])[C:45]3[C:40](=[CH:41][CH:42]=[CH:43][CH:44]=3)[C:39]=2[CH:38]=[CH:37][CH:36]=1. The catalyst is C(Cl)Cl. The product is [CH:35]1[C:47]2[CH:46]([O:48][C:49](=[O:59])[N:50]([CH3:58])[C@H:51]([CH:55]([CH3:57])[CH3:56])[C:52]([N:28]([CH:8]3[CH2:7][C@@H:6]4[C@@:11]([CH3:27])([C@@H:12]5[C@@H:3]([CH2:4][CH2:5]4)[C@:2]4([OH:1])[C@@:15]([CH3:26])([C@@H:16]([C:19]6[CH:20]=[CH:21][C:22](=[O:25])[O:23][CH:24]=6)[CH2:17][CH2:18]4)[CH2:14][CH2:13]5)[CH2:10][CH2:9]3)[CH3:29])=[O:53])[C:45]3[C:40](=[CH:41][CH:42]=[CH:43][CH:44]=3)[C:39]=2[CH:38]=[CH:37][CH:36]=1. The yield is 0.860. (2) The reactants are [OH:1][C@H:2]1[C@H:7]([CH2:8][OH:9])[CH2:6][CH2:5][NH:4][CH2:3]1.[C:10](O[C:10]([O:12][C:13]([CH3:16])([CH3:15])[CH3:14])=[O:11])([O:12][C:13]([CH3:16])([CH3:15])[CH3:14])=[O:11]. The catalyst is C(Cl)Cl. The product is [OH:1][C@H:2]1[C@H:7]([CH2:8][OH:9])[CH2:6][CH2:5][N:4]([C:10]([O:12][C:13]([CH3:16])([CH3:15])[CH3:14])=[O:11])[CH2:3]1. The yield is 0.688. (3) The reactants are [CH:1]1([N:6]2[C:11]3[N:12]=[C:13](S(C)=O)[N:14]=[CH:15][C:10]=3[CH:9]=[C:8]([CH2:19][O:20][C:21](=[O:23])[CH3:22])[C:7]2=[O:24])[CH2:5][CH2:4][CH2:3][CH2:2]1.[C:25]([O:29][C:30]([N:32]1[CH2:37][CH2:36][N:35]([C:38]2[CH:39]=[N:40][C:41]([NH2:44])=[CH:42][CH:43]=2)[CH2:34][CH2:33]1)=[O:31])([CH3:28])([CH3:27])[CH3:26]. The yield is 0.165. The product is [C:25]([O:29][C:30]([N:32]1[CH2:37][CH2:36][N:35]([C:38]2[CH:39]=[N:40][C:41]([NH:44][C:13]3[N:14]=[CH:15][C:10]4[CH:9]=[C:8]([CH2:19][O:20][C:21](=[O:23])[CH3:22])[C:7](=[O:24])[N:6]([CH:1]5[CH2:5][CH2:4][CH2:3][CH2:2]5)[C:11]=4[N:12]=3)=[CH:42][CH:43]=2)[CH2:34][CH2:33]1)=[O:31])([CH3:28])([CH3:26])[CH3:27]. The catalyst is C1(C)C=CC=CC=1. (4) The reactants are C[N:2]1[C:10]2[C:5](=[CH:6][C:7]([OH:11])=[CH:8][CH:9]=2)[C:4]([CH:12]2[CH2:17][CH2:16][N:15]([CH3:18])[CH2:14][CH2:13]2)=[CH:3]1.[H-].[Na+].[C:21]1([S:27](Cl)(=[O:29])=[O:28])[CH:26]=[CH:25][CH:24]=[CH:23][CH:22]=1.[C:31](OCC)(=O)C. The catalyst is C1COCC1.C(OCC)C. The product is [CH3:31][C:9]1[CH:8]=[C:7]([O:11][S:27]([C:21]2[CH:26]=[CH:25][CH:24]=[CH:23][CH:22]=2)(=[O:29])=[O:28])[CH:6]=[C:5]2[C:10]=1[NH:2][CH:3]=[C:4]2[CH:12]1[CH2:13][CH2:14][N:15]([CH3:18])[CH2:16][CH2:17]1. The yield is 0.660. (5) The reactants are [CH2:1]([O:8][C:9]1[C:18]2[N:17]=[CH:16][CH:15]=[CH:14][C:13]=2[C:12]([S:19](Cl)(=O)=O)=[CH:11][CH:10]=1)[C:2]1[CH:7]=[CH:6][CH:5]=[CH:4][CH:3]=1.C1(P(C2C=CC=CC=2)C2C=CC=CC=2)C=CC=CC=1.Br[C:43]1[CH:48]=[CH:47][N:46]=[CH:45][C:44]=1[CH3:49].CCN(C(C)C)C(C)C.C1C[O:62]CC1. The catalyst is C1C=CC(/C=C/C(/C=C/C2C=CC=CC=2)=O)=CC=1.C1C=CC(/C=C/C(/C=C/C2C=CC=CC=2)=O)=CC=1.C1C=CC(/C=C/C(/C=C/C2C=CC=CC=2)=O)=CC=1.[Pd].[Pd].C(OCC)C. The product is [CH2:1]([O:8][C:9]1[CH:10]=[CH:11][C:12]([S:19][C:43]2[CH:48]=[CH:47][N:46]=[CH:45][C:44]=2[CH3:49])=[C:13]2[C:18]=1[NH:17][C:16](=[O:62])[CH:15]=[CH:14]2)[C:2]1[CH:7]=[CH:6][CH:5]=[CH:4][CH:3]=1. The yield is 0.380. (6) The reactants are C[Mg+].[Br-].[F:4][C:5]1[CH:6]=[CH:7][C:8]([C:11]#[N:12])=[N:9][CH:10]=1.[C:13](OC(=O)C)(=[O:15])[CH3:14].[C:20](=O)(O)[O-].[Na+]. The catalyst is CCOCC.C1COCC1.ClCCl. The product is [F:4][C:5]1[CH:6]=[CH:7][C:8]([C:11]([NH:12][C:13](=[O:15])[CH3:14])=[CH2:20])=[N:9][CH:10]=1. The yield is 0.350. (7) The reactants are C(OC([N:8]1[CH2:13][CH2:12][CH:11]([CH2:14][NH:15][C:16](=[O:47])[CH2:17][NH:18][C:19](=[O:46])[CH2:20][CH:21]2[C:34]3[C:29](=[CH:30][CH:31]=[CH:32][CH:33]=3)[C:28]3[CH:27]=[CH:26][CH:25]=[CH:24][C:23]=3[N:22]2[S:35]([C:38]2[CH:43]=[CH:42][C:41]([Cl:44])=[C:40]([Cl:45])[CH:39]=2)(=[O:37])=[O:36])[CH2:10][CH2:9]1)=O)(C)(C)C. The catalyst is C(OCC)(=O)C.C(OCC)C. The product is [ClH:44].[Cl:45][C:40]1[CH:39]=[C:38]([S:35]([N:22]2[CH:21]([CH2:20][C:19]([NH:18][CH2:17][C:16](=[O:47])[NH:15][CH2:14][CH:11]3[CH2:10][CH2:9][NH:8][CH2:13][CH2:12]3)=[O:46])[C:34]3[C:29](=[CH:30][CH:31]=[CH:32][CH:33]=3)[C:28]3[CH:27]=[CH:26][CH:25]=[CH:24][C:23]2=3)(=[O:37])=[O:36])[CH:43]=[CH:42][C:41]=1[Cl:44]. The yield is 0.870. (8) The reactants are [CH3:1][C:2]1[CH:10]=[CH:9][CH:8]=[C:7]2[C:3]=1[CH:4]=[CH:5][NH:6]2.[H-].[Na+].Br[CH2:14][C:15]1[CH:20]=[CH:19][C:18]([C:21]2[CH:25]=[C:24]([C:26]([NH2:28])=[O:27])[O:23][N:22]=2)=[CH:17][CH:16]=1. The catalyst is C1COCC1. The product is [CH3:1][C:2]1[CH:10]=[CH:9][CH:8]=[C:7]2[C:3]=1[CH:4]=[CH:5][N:6]2[CH2:14][C:15]1[CH:16]=[CH:17][C:18]([C:21]2[CH:25]=[C:24]([C:26]([NH2:28])=[O:27])[O:23][N:22]=2)=[CH:19][CH:20]=1. The yield is 0.140.